This data is from Reaction yield outcomes from USPTO patents with 853,638 reactions. The task is: Predict the reaction yield, written as a fraction of the theoretical maximum amount of product (1.0 means a 100% yield; for example, 0.34 means a 34% yield). (1) The reactants are [NH2:1][C:2]1[C:15]([Br:16])=[CH:14][C:5]2[C:6]([C:10]([NH:12][CH3:13])=[O:11])=[C:7]([I:9])[O:8][C:4]=2[CH:3]=1.[CH3:17][S:18](Cl)(=[O:20])=[O:19].O.O[Li].O. The catalyst is N1C=CC=CC=1. The product is [Br:16][C:15]1[C:2]([NH:1][S:18]([CH3:17])(=[O:20])=[O:19])=[CH:3][C:4]2[O:8][C:7]([I:9])=[C:6]([C:10]([NH:12][CH3:13])=[O:11])[C:5]=2[CH:14]=1. The yield is 0.600. (2) The reactants are [CH3:1][NH:2][N:3]=[CH:4][C:5](=[O:12])[C:6]1[CH:11]=[CH:10][CH:9]=[CH:8][CH:7]=1.[C:13]([C:17]1[CH:22]=[CH:21][C:20]([C:23](=O)[CH:24]=[O:25])=[CH:19][CH:18]=1)([CH3:16])([CH3:15])[CH3:14]. The catalyst is C(O)(=O)C. The product is [C:13]([C:17]1[CH:22]=[CH:21][C:20]([C:23]2[N:2]([CH3:1])[N:3]=[C:4]([C:5]([C:6]3[CH:11]=[CH:10][CH:9]=[CH:8][CH:7]=3)=[O:12])[C:24]=2[OH:25])=[CH:19][CH:18]=1)([CH3:16])([CH3:15])[CH3:14]. The yield is 0.590. (3) The reactants are ClC1C=CSC=1C([N:9]([C:11]([N:13]1[CH2:18][CH2:17][CH2:16][CH2:15][CH2:14]1)=[O:12])[NH2:10])=O.[Cl:19][C:20]1[CH:24]=[CH:23][S:22][C:21]=1[C:25](NN)=O.CCN(CC)CC.N1(C(Cl)=O)CCCCC1. The catalyst is O.C1COCC1. The product is [Cl:19][C:20]1[CH:24]=[CH:23][S:22][C:21]=1[C:25]1[O:12][C:11]([N:13]2[CH2:14][CH2:15][CH2:16][CH2:17][CH2:18]2)=[N:9][N:10]=1. The yield is 0.860. (4) The reactants are [ClH:1].Cl.[NH2:3][C:4]1[NH:5][C:6](=[CH:10][CH2:11][CH2:12][NH2:13])[C:7](=[O:9])[N:8]=1.Cl.NC1NC=C(CCCN[C:25]([C:27]2[N:28]([CH3:34])[C:29]([Br:33])=[C:30]([Br:32])[CH:31]=2)=[O:26])N=1. No catalyst specified. The product is [ClH:1].[NH2:3][C:4]1[NH:5][C:6](=[CH:10][CH2:11][CH2:12][NH:13][C:25]([C:27]2[N:28]([CH3:34])[C:29]([Br:33])=[C:30]([Br:32])[CH:31]=2)=[O:26])[C:7](=[O:9])[N:8]=1. The yield is 0.470. (5) The reactants are CCOC(/N=N/C(OCC)=O)=O.[OH:13][C:14]1[CH:21]=[CH:20][C:17]([CH:18]=[O:19])=[CH:16][CH:15]=1.[S:22]1[CH:26]=[CH:25][C:24]([CH2:27]O)=[CH:23]1.C1(P(C2C=CC=CC=2)C2C=CC=CC=2)C=CC=CC=1. The catalyst is O1CCCC1. The product is [S:22]1[CH:26]=[CH:25][C:24]([CH2:27][O:13][C:14]2[CH:21]=[CH:20][C:17]([CH:18]=[O:19])=[CH:16][CH:15]=2)=[CH:23]1. The yield is 0.400. (6) The reactants are [O:1]=[C:2]1[C:6]2[CH:7]=[CH:8][CH:9]=[CH:10][C:5]=2[C:4](=[O:11])[N:3]1[C:12]1[CH:17]=[CH:16][C:15]([S:18]([NH2:21])(=[O:20])=[O:19])=[CH:14][CH:13]=1.[CH2:22]1[CH2:32][CH2:31][N:30]2[C:25](=NCC[CH2:29]2)[CH2:24][CH2:23]1.C1(S(N=C=O)(=O)=[O:40])C=CC=CC=1.Cl. The catalyst is CS(C)=O. The product is [O:11]=[C:4]1[C:5]2[CH:10]=[CH:9][CH:8]=[CH:7][C:6]=2[C:2](=[O:1])[N:3]1[C:12]1[CH:17]=[CH:16][C:15]([S:18]([NH:21][C:29]([NH:30][C:25]2[CH:24]=[CH:23][CH:22]=[CH:32][CH:31]=2)=[O:40])(=[O:19])=[O:20])=[CH:14][CH:13]=1. The yield is 1.00.